This data is from Catalyst prediction with 721,799 reactions and 888 catalyst types from USPTO. The task is: Predict which catalyst facilitates the given reaction. (1) Reactant: [CH3:1][C:2]1[N:6]([C:7]2[CH:12]=[CH:11][C:10]([N+:13]([O-:15])=[O:14])=[CH:9][CH:8]=2)[N:5]=[C:4]([C:16]([OH:18])=O)[N:3]=1.C[CH2:20][N:21](C(C)C)[CH:22](C)C.C(OC(Cl)=O)C(C)C.CNC. Product: [CH3:20][N:21]([CH3:22])[C:16]([C:4]1[N:3]=[C:2]([CH3:1])[N:6]([C:7]2[CH:8]=[CH:9][C:10]([N+:13]([O-:15])=[O:14])=[CH:11][CH:12]=2)[N:5]=1)=[O:18]. The catalyst class is: 59. (2) Reactant: [F:1][C:2]1[CH:7]=[C:6]([F:8])[CH:5]=[CH:4][C:3]=1[NH2:9].N1C=CC=CC=1.[CH3:16][CH:17]([S:19](Cl)(=[O:21])=[O:20])[CH3:18].CN(C1C=CC=CN=1)C. Product: [F:1][C:2]1[CH:7]=[C:6]([F:8])[CH:5]=[CH:4][C:3]=1[NH:9][S:19]([CH:17]([CH3:18])[CH3:16])(=[O:21])=[O:20]. The catalyst class is: 46. (3) Reactant: COC([C@@H](NC([C@@H](N)CC(O)=O)=O)CC1C=CC=CC=1)=O.CC1OS(=O)(=O)[N-]C(=O)C=1.[K+].C(O)[C@@H]1O[C@H](O[C@]2(CCl)O[C@H](CCl)[C@@H](O)[C@@H]2O)[C@@H](O)[C@@H](O)[C@H]1Cl.[C:56]([OH:64])(=[O:63])[C:57]1[CH:62]=[CH:61][CH:60]=[CH:59][CH:58]=1.[OH-].[Na+:66]. Product: [C:56]([O-:64])(=[O:63])[C:57]1[CH:62]=[CH:61][CH:60]=[CH:59][CH:58]=1.[Na+:66]. The catalyst class is: 6.